From a dataset of Reaction yield outcomes from USPTO patents with 853,638 reactions. Predict the reaction yield, written as a fraction of the theoretical maximum amount of product (1.0 means a 100% yield; for example, 0.34 means a 34% yield). (1) The reactants are [C:1]([C:3]1[CH:8]=[CH:7][C:6]([S:9]([C:12]2[CH:20]=[CH:19][C:18]3[N:17]([CH3:21])[C:16]4[CH2:22][CH:23]5[NH:27][CH:26]([C:15]=4[C:14]=3[C:13]=2[C:28]([O:30][C:31]([CH3:34])([CH3:33])[CH3:32])=[O:29])[CH2:25][CH2:24]5)(=[O:11])=[O:10])=[CH:5][CH:4]=1)#[N:2].[BH4-].[Na+]. The catalyst is CO.[Co](Cl)Cl. The product is [NH2:2][CH2:1][C:3]1[CH:4]=[CH:5][C:6]([S:9]([C:12]2[CH:20]=[CH:19][C:18]3[N:17]([CH3:21])[C:16]4[CH2:22][CH:23]5[NH:27][CH:26]([C:15]=4[C:14]=3[C:13]=2[C:28]([O:30][C:31]([CH3:34])([CH3:33])[CH3:32])=[O:29])[CH2:25][CH2:24]5)(=[O:11])=[O:10])=[CH:7][CH:8]=1. The yield is 0.430. (2) The reactants are Br[C:2]1[N:3]=[C:4]2[N:11]([CH2:12][CH:13]3[CH2:18][CH2:17][O:16][CH2:15][CH2:14]3)[CH2:10][C:9](=[O:19])[NH:8][C:5]2=[N:6][CH:7]=1.C[Sn](C)(C)[C:22]1[CH:23]=[CH:24][C:25]([C:28]([OH:31])([CH3:30])[CH3:29])=[N:26][CH:27]=1.ClCCl. The catalyst is CN(C)C=O. The product is [OH:31][C:28]([C:25]1[N:26]=[CH:27][C:22]([C:2]2[N:3]=[C:4]3[N:11]([CH2:12][CH:13]4[CH2:18][CH2:17][O:16][CH2:15][CH2:14]4)[CH2:10][C:9](=[O:19])[NH:8][C:5]3=[N:6][CH:7]=2)=[CH:23][CH:24]=1)([CH3:30])[CH3:29]. The yield is 0.358. (3) The product is [CH2:1]([N:4]([CH2:9][C:10]1[CH:11]=[CH:12][C:13]([C:14]([NH:16][C:17]2[CH:18]=[CH:19][C:20]([O:23][C:24](=[O:33])[N:25]([CH3:32])[C:26]3[CH:31]=[CH:30][CH:29]=[CH:28][CH:27]=3)=[N:21][CH:22]=2)=[O:15])=[CH:34][CH:35]=1)[CH2:5][CH2:6][CH3:7])[CH2:2][CH3:3]. The reactants are [CH2:1]([NH:4][CH2:5][CH2:6][CH3:7])[CH2:2][CH3:3].Cl[CH2:9][C:10]1[CH:35]=[CH:34][C:13]([C:14]([NH:16][C:17]2[CH:18]=[CH:19][C:20]([O:23][C:24](=[O:33])[N:25]([CH3:32])[C:26]3[CH:31]=[CH:30][CH:29]=[CH:28][CH:27]=3)=[N:21][CH:22]=2)=[O:15])=[CH:12][CH:11]=1. No catalyst specified. The yield is 0.870. (4) The reactants are C([O:4][CH2:5][C@@H:6]1[C@@H:11]([O:12]C(=O)C)[C@H:10]([OH:16])[C@H:9]([OH:17])[C@@H:8]([C:18]2[CH:23]=[CH:22][CH:21]=[C:20]([Br:24])[CH:19]=2)[O:7]1)(=O)C.CO[Na]. The catalyst is CO. The product is [Br:24][C:20]1[CH:19]=[C:18]([C@@H:8]2[C@@H:9]([OH:17])[C@@H:10]([OH:16])[C@H:11]([OH:12])[C@@H:6]([CH2:5][OH:4])[O:7]2)[CH:23]=[CH:22][CH:21]=1. The yield is 0.703. (5) The reactants are [CH3:1][C:2]1[O:6][C:5]([C:7]2[CH:15]=[CH:14][C:10]([C:11]([OH:13])=O)=[CH:9][CH:8]=2)=[N:4][C:3]=1[CH2:16][S:17]([C:20]1[CH:25]=[CH:24][C:23]([CH2:26][N:27]2[CH2:32][CH2:31][O:30][CH2:29][CH2:28]2)=[CH:22][CH:21]=1)(=[O:19])=[O:18].CCN=C=NCCCN(C)C.C1C=CC2N(O)N=NC=2C=1.C(N(CC)CC)C.[N:61]1[CH:66]=[CH:65][CH:64]=[C:63]([CH2:67][NH2:68])[CH:62]=1. The catalyst is CN(C)C=O. The product is [CH3:1][C:2]1[O:6][C:5]([C:7]2[CH:8]=[CH:9][C:10]([C:11]([NH:68][CH2:67][C:63]3[CH:62]=[N:61][CH:66]=[CH:65][CH:64]=3)=[O:13])=[CH:14][CH:15]=2)=[N:4][C:3]=1[CH2:16][S:17]([C:20]1[CH:25]=[CH:24][C:23]([CH2:26][N:27]2[CH2:28][CH2:29][O:30][CH2:31][CH2:32]2)=[CH:22][CH:21]=1)(=[O:18])=[O:19]. The yield is 0.680. (6) The reactants are [Cl:1][C:2]1[CH:7]=[CH:6][C:5]([CH2:8][C:9]#[N:10])=[C:4]([F:11])[CH:3]=1.[Br:12][C:13]1[CH:14]=[C:15]([CH:18]=O)[S:16][CH:17]=1.C[O-].[Na+]. The catalyst is CO. The product is [Br:12][C:13]1[CH:14]=[C:15](/[CH:18]=[C:8](/[C:5]2[CH:6]=[CH:7][C:2]([Cl:1])=[CH:3][C:4]=2[F:11])\[C:9]#[N:10])[S:16][CH:17]=1. The yield is 0.640. (7) The reactants are [S:1]1[C:5]2[CH:6]=[CH:7][C:8]([NH:10][C:11]3[C:16]([C:17]([N:19]4[CH2:24][CH2:23][CH:22]([C:25]5[CH:30]=[CH:29][C:28]([F:31])=[CH:27][CH:26]=5)[CH2:21][CH2:20]4)=[O:18])=[CH:15][N:14]([O:32]CC4C=CC=CC=4)[C:13](=[O:40])[CH:12]=3)=[CH:9][C:4]=2[N:3]=[CH:2]1.Cl.O. The catalyst is C(O)(=O)C. The product is [S:1]1[C:5]2[CH:6]=[CH:7][C:8]([NH:10][C:11]3[C:16]([C:17]([N:19]4[CH2:24][CH2:23][CH:22]([C:25]5[CH:26]=[CH:27][C:28]([F:31])=[CH:29][CH:30]=5)[CH2:21][CH2:20]4)=[O:18])=[CH:15][N:14]([OH:32])[C:13](=[O:40])[CH:12]=3)=[CH:9][C:4]=2[N:3]=[CH:2]1. The yield is 0.560. (8) The reactants are [Cl:1][C:2]1[CH:3]=[C:4]([N:10]2[CH:14]=[N:13][C:12]([C:15]([O:17]CC)=[O:16])=[N:11]2)[CH:5]=[C:6]([Cl:9])[C:7]=1[OH:8].[OH-].[Na+].Cl. The catalyst is O. The product is [Cl:1][C:2]1[CH:3]=[C:4]([N:10]2[CH:14]=[N:13][C:12]([C:15]([OH:17])=[O:16])=[N:11]2)[CH:5]=[C:6]([Cl:9])[C:7]=1[OH:8]. The yield is 0.870. (9) The reactants are C(=O)([O:5][C:6]1[CH:11]=[CH:10][C:9]([O:12][CH3:13])=[C:8]([N:14]([CH2:19][CH2:20][N:21]2[CH2:26][CH2:25][O:24][CH2:23][CH2:22]2)[S:15]([CH3:18])(=[O:17])=[O:16])[CH:7]=1)OCC.[Li+].[OH-]. The catalyst is CO. The product is [OH:5][C:6]1[CH:11]=[CH:10][C:9]([O:12][CH3:13])=[C:8]([N:14]([CH2:19][CH2:20][N:21]2[CH2:26][CH2:25][O:24][CH2:23][CH2:22]2)[S:15]([CH3:18])(=[O:17])=[O:16])[CH:7]=1. The yield is 0.880. (10) The reactants are Br[C:2]1[CH:3]=[C:4]([C:14]([O:16]C)=[O:15])[C:5]2[CH:6]=[N:7][N:8]([CH:11]([CH3:13])[CH3:12])[C:9]=2[CH:10]=1.CC(C)([O-])C.[Na+].[NH:24]1[CH2:29][CH2:28][O:27][CH2:26][CH2:25]1. The catalyst is [Pd].CC(C1C=C(C(C)C)C(C2C(P(C3CCCCC3)C3CCCCC3)=CC=CC=2)=C(C(C)C)C=1)C.C1C=[C-]C(CCN)=CC=1.Cl[Pd+].O1CCOCC1. The product is [CH:11]([N:8]1[C:9]2[CH:10]=[C:2]([N:24]3[CH2:29][CH2:28][O:27][CH2:26][CH2:25]3)[CH:3]=[C:4]([C:14]([OH:16])=[O:15])[C:5]=2[CH:6]=[N:7]1)([CH3:12])[CH3:13]. The yield is 0.460.